This data is from Human liver microsome stability data. The task is: Regression/Classification. Given a drug SMILES string, predict its absorption, distribution, metabolism, or excretion properties. Task type varies by dataset: regression for continuous measurements (e.g., permeability, clearance, half-life) or binary classification for categorical outcomes (e.g., BBB penetration, CYP inhibition). Dataset: hlm. (1) The molecule is CC(C)(C)[C@H](NC(=O)n1c(=O)n(CCN2CCOCC2)c2ccccc21)C(N)=O. The result is 0 (unstable in human liver microsomes). (2) The compound is CCCCCC(C)NCc1ccc(-c2ccccc2)cc1. The result is 0 (unstable in human liver microsomes).